The task is: Predict the product of the given reaction.. This data is from Forward reaction prediction with 1.9M reactions from USPTO patents (1976-2016). Given the reactants Br[C:2]1[CH:7]=[CH:6][N:5]=[C:4]([CH:8]2[CH2:13][CH2:12][O:11][CH2:10][CH2:9]2)[CH:3]=1.[F:14][C:15]1[CH:20]=[C:19]([C:21]([O:23][CH3:24])=[O:22])[C:18]([F:25])=[CH:17][C:16]=1[NH:26][S:27]([C:30]1[N:35]=[CH:34][C:33](B(O)O)=[CH:32][CH:31]=1)(=[O:29])=[O:28].C(=O)([O-])[O-].[Na+].[Na+], predict the reaction product. The product is: [F:25][C:18]1[CH:17]=[C:16]([NH:26][S:27]([C:30]2[CH:31]=[CH:32][C:33]([C:2]3[CH:7]=[CH:6][N:5]=[C:4]([CH:8]4[CH2:13][CH2:12][O:11][CH2:10][CH2:9]4)[CH:3]=3)=[CH:34][N:35]=2)(=[O:29])=[O:28])[C:15]([F:14])=[CH:20][C:19]=1[C:21]([O:23][CH3:24])=[O:22].